Dataset: Full USPTO retrosynthesis dataset with 1.9M reactions from patents (1976-2016). Task: Predict the reactants needed to synthesize the given product. (1) The reactants are: [NH2:1][C:2]([CH3:25])([CH3:24])[C@H:3]([NH:8][C:9](=[O:23])[C:10]1[CH:15]=[CH:14][C:13]([C:16]#[C:17][C:18]#[C:19][CH2:20][CH2:21][OH:22])=[CH:12][CH:11]=1)[C:4]([NH:6][OH:7])=[O:5].[CH:26](=O)[CH3:27]. Given the product [CH2:26]([NH:1][C:2]([CH3:25])([CH3:24])[C@H:3]([NH:8][C:9](=[O:23])[C:10]1[CH:15]=[CH:14][C:13]([C:16]#[C:17][C:18]#[C:19][CH2:20][CH2:21][OH:22])=[CH:12][CH:11]=1)[C:4]([NH:6][OH:7])=[O:5])[CH3:27], predict the reactants needed to synthesize it. (2) Given the product [C:1]([O:5][C:6]([NH:8][C:9]1[CH:14]=[CH:13][C:12]([CH:15]([N:19]([CH:21]([CH3:23])[CH3:22])[CH3:20])[C:16]([O:18][CH2:28][CH3:29])=[O:17])=[CH:11][CH:10]=1)=[O:7])([CH3:4])([CH3:3])[CH3:2], predict the reactants needed to synthesize it. The reactants are: [C:1]([O:5][C:6]([NH:8][C:9]1[CH:14]=[CH:13][C:12]([CH:15]([N:19]([CH:21]([CH3:23])[CH3:22])[CH3:20])[C:16]([OH:18])=[O:17])=[CH:11][CH:10]=1)=[O:7])([CH3:4])([CH3:3])[CH3:2].ON1[C:29]2N=CC=C[C:28]=2N=N1.Cl.N=C=N.C(O)C. (3) Given the product [Br:5][C:6]1[C:7]([C:12]([NH:40][C@H:36]2[CH2:37][CH2:38][CH2:39][C@@H:35]2[NH:34][C:31]2[CH:30]=[N:29][C:28]([C:27]([F:42])([F:41])[F:26])=[CH:33][N:32]=2)=[O:14])=[N:8][CH:9]=[CH:10][CH:11]=1, predict the reactants needed to synthesize it. The reactants are: C(Cl)CCl.[Br:5][C:6]1[C:7]([C:12]([OH:14])=O)=[N:8][CH:9]=[CH:10][CH:11]=1.N1C2C(=NC=CC=2)N(O)N=1.Cl.[F:26][C:27]([F:42])([F:41])[C:28]1[N:29]=[CH:30][C:31]([NH:34][C@H:35]2[CH2:39][CH2:38][CH2:37][C@@H:36]2[NH2:40])=[N:32][CH:33]=1.C(N(CC)CC)C. (4) Given the product [NH2:35][CH:8]([C:6]([OH:7])=[O:5])[CH2:9][O:10][P:11](=[O:33])([OH:34])[O:12][CH2:13][CH2:14][CH2:15][CH2:16][CH2:17][CH2:18][NH:19][C:20](=[O:32])[CH2:21][CH2:22][CH:23]([P:24]([OH:26])([OH:27])=[O:25])[P:28](=[O:29])([OH:30])[OH:31], predict the reactants needed to synthesize it. The reactants are: C([O:5][C:6]([CH:8]([NH:35]C(=O)OC(C)(C)C)[CH2:9][O:10][P:11]([OH:34])(=[O:33])[O:12][CH2:13][CH2:14][CH2:15][CH2:16][CH2:17][CH2:18][NH:19][C:20](=[O:32])[CH2:21][CH2:22][CH:23]([P:28](=[O:31])([OH:30])[OH:29])[P:24]([OH:27])([OH:26])=[O:25])=[O:7])(C)(C)C. (5) Given the product [Cl:1][C:2]1[CH:3]=[CH:4][C:5]([C:8]2[C:12]([C:13]([OH:15])=[O:14])=[C:11]([C:18]([OH:20])=[O:19])[S:10][N:9]=2)=[CH:6][CH:7]=1, predict the reactants needed to synthesize it. The reactants are: [Cl:1][C:2]1[CH:7]=[CH:6][C:5]([C:8]2[C:12]([C:13]([O:15]CC)=[O:14])=[C:11]([C:18]([O:20]CC)=[O:19])[S:10][N:9]=2)=[CH:4][CH:3]=1.[OH-].[Na+].Cl. (6) The reactants are: [C:1]1([C:7]2[C:16]([N:17]3[CH2:22][CH2:21][CH:20]([C:23]4[C:28]([C:29]([F:32])([F:31])[F:30])=[CH:27][CH:26]=[CH:25][N:24]=4)[CH2:19][CH2:18]3)=[N:15][C:14]3[C:9](=[CH:10][CH:11]=[C:12]([C:33]([O:35]C)=[O:34])[CH:13]=3)[N:8]=2)[CH:6]=[CH:5][CH:4]=[CH:3][CH:2]=1.[OH-].[Na+].Cl. Given the product [C:1]1([C:7]2[C:16]([N:17]3[CH2:18][CH2:19][CH:20]([C:23]4[C:28]([C:29]([F:31])([F:32])[F:30])=[CH:27][CH:26]=[CH:25][N:24]=4)[CH2:21][CH2:22]3)=[N:15][C:14]3[C:9](=[CH:10][CH:11]=[C:12]([C:33]([OH:35])=[O:34])[CH:13]=3)[N:8]=2)[CH:6]=[CH:5][CH:4]=[CH:3][CH:2]=1, predict the reactants needed to synthesize it.